From a dataset of Full USPTO retrosynthesis dataset with 1.9M reactions from patents (1976-2016). Predict the reactants needed to synthesize the given product. (1) Given the product [ClH:27].[NH2:1][C:2]1[C:6]2[C:7](=[O:26])[N:8]([C@H:21]([CH:23]3[CH2:25][CH2:24]3)[CH3:22])[CH:9]=[C:10]([C:11]3[CH:15]=[C:14]([C:16]([OH:19])([CH3:17])[CH3:18])[N:13]([CH3:20])[N:12]=3)[C:5]=2[NH:4][N:3]=1, predict the reactants needed to synthesize it. The reactants are: [NH2:1][C:2]1[C:6]2[C:7](=[O:26])[N:8]([C@H:21]([CH:23]3[CH2:25][CH2:24]3)[CH3:22])[CH:9]=[C:10]([C:11]3[CH:15]=[C:14]([C:16]([OH:19])([CH3:18])[CH3:17])[N:13]([CH3:20])[N:12]=3)[C:5]=2[NH:4][N:3]=1.[ClH:27]. (2) Given the product [CH:1]1([CH:4]([C:6]2[CH:11]=[CH:10][CH:9]=[CH:8][C:7]=2[CH3:12])[NH:5][C:23]([C:20]2[CH:21]=[C:22]3[C:17](=[CH:18][CH:19]=2)[NH:16][N:15]=[C:14]3[I:13])=[O:24])[CH2:2][CH2:3]1, predict the reactants needed to synthesize it. The reactants are: [CH:1]1([CH:4]([C:6]2[CH:11]=[CH:10][CH:9]=[CH:8][C:7]=2[CH3:12])[NH2:5])[CH2:3][CH2:2]1.[I:13][C:14]1[C:22]2[C:17](=[CH:18][CH:19]=[C:20]([C:23](N)=[O:24])[CH:21]=2)[NH:16][N:15]=1.CN(C(ON1N=NC2C=CC=CC1=2)=[N+](C)C)C.[B-](F)(F)(F)F.CCN(C(C)C)C(C)C. (3) Given the product [F:32][C:29]([F:30])([F:31])[C:27]1[CH:26]=[C:5]([CH:4]=[C:3]([C:2]([F:1])([F:33])[F:34])[CH:28]=1)[CH2:6][O:7][CH2:8][C@@H:9]([N:16]1[CH2:17][CH2:18][N:19]([CH2:22][C:23]#[N:25])[CH2:20][CH2:21]1)[C:10]1[CH:11]=[CH:12][CH:13]=[CH:14][CH:15]=1, predict the reactants needed to synthesize it. The reactants are: [F:1][C:2]([F:34])([F:33])[C:3]1[CH:4]=[C:5]([CH:26]=[C:27]([C:29]([F:32])([F:31])[F:30])[CH:28]=1)[CH2:6][O:7][CH2:8][C@@H:9]([N:16]1[CH2:21][CH2:20][N:19]([CH2:22][C:23]([NH2:25])=O)[CH2:18][CH2:17]1)[C:10]1[CH:15]=[CH:14][CH:13]=[CH:12][CH:11]=1.CS(C)=O.C(Cl)(=O)C(Cl)=O.C(N(CC)CC)C. (4) Given the product [Cl:1][C:2]1[CH:3]=[CH:4][C:5]2[N:11]3[CH:12]=[CH:13][CH:14]=[C:10]3[C@@H:9]([CH2:15][CH:16]([OH:28])[CH2:17][C:18]([N:20]3[CH2:21][CH:22]([C:24]([OH:26])=[O:25])[CH2:23]3)=[O:19])[O:8][C@H:7]([C:29]3[CH:34]=[CH:33][CH:32]=[C:31]([O:35][CH3:36])[C:30]=3[O:37][CH3:38])[C:6]=2[CH:39]=1, predict the reactants needed to synthesize it. The reactants are: [Cl:1][C:2]1[CH:3]=[CH:4][C:5]2[N:11]3[CH:12]=[CH:13][CH:14]=[C:10]3[C@@H:9]([CH2:15][CH:16]([OH:28])[CH2:17][C:18]([N:20]3[CH2:23][CH:22]([C:24]([O:26]C)=[O:25])[CH2:21]3)=[O:19])[O:8][C@H:7]([C:29]3[CH:34]=[CH:33][CH:32]=[C:31]([O:35][CH3:36])[C:30]=3[O:37][CH3:38])[C:6]=2[CH:39]=1.C(=O)([O-])[O-].[K+].[K+]. (5) The reactants are: [C:1]([O:5][C:6](=[O:48])[NH:7][CH:8]([C:42]1[CH:47]=[CH:46][CH:45]=[CH:44][CH:43]=1)[C:9](N1CCCCC1C(=O)NC1C=CC(C#CC2C(C3C=C(C)C=CC=3O)=NN(C)C=2)=CC=1)=[O:10])([CH3:4])([CH3:3])[CH3:2].[Cl:49][C:50]1[CH:51]=[CH:52][C:53]([OH:79])=[C:54]([C:56]2[C:60]([C:61]#[C:62][C:63]3[CH:68]=[CH:67][C:66]([NH:69][C:70]([CH:72]4[CH2:77][O:76][CH2:75][CH2:74][NH:73]4)=[O:71])=[CH:65][CH:64]=3)=[CH:59][N:58]([CH3:78])[N:57]=2)[CH:55]=1.N(C(OC(C)(C)C)=O)[C@@H](C(O)=O)C1C=CC=CC=1. Given the product [C:1]([O:5][C:6](=[O:48])[NH:7][CH:8]([C:42]1[CH:43]=[CH:44][CH:45]=[CH:46][CH:47]=1)[C:9]([N:73]1[CH2:74][CH2:75][O:76][CH2:77][CH:72]1[C:70](=[O:71])[NH:69][C:66]1[CH:65]=[CH:64][C:63]([C:62]#[C:61][C:60]2[C:56]([C:54]3[CH:55]=[C:50]([Cl:49])[CH:51]=[CH:52][C:53]=3[OH:79])=[N:57][N:58]([CH3:78])[CH:59]=2)=[CH:68][CH:67]=1)=[O:10])([CH3:4])([CH3:2])[CH3:3], predict the reactants needed to synthesize it. (6) The reactants are: [O:1]=[C:2]1[NH:6][C:5]2[CH:7]=[CH:8][C:9]([C:11]#[N:12])=[CH:10][C:4]=2[O:3]1.Br[CH2:14][CH2:15][CH:16]=[CH2:17].C(=O)([O-])[O-].[K+].[K+].CCOCC. Given the product [CH2:17]([N:6]1[C:5]2[CH:7]=[CH:8][C:9]([C:11]#[N:12])=[CH:10][C:4]=2[O:3][C:2]1=[O:1])[CH2:16][CH:15]=[CH2:14], predict the reactants needed to synthesize it. (7) Given the product [Cl:21][C:8]1[CH:9]=[C:10]([CH:15]=[C:16]([C:17]([F:20])([F:19])[F:18])[C:7]=1[I:26])[C:11]([O:13][CH3:14])=[O:12], predict the reactants needed to synthesize it. The reactants are: S(=O)(=O)(O)O.N[C:7]1[C:16]([C:17]([F:20])([F:19])[F:18])=[CH:15][C:10]([C:11]([O:13][CH3:14])=[O:12])=[CH:9][C:8]=1[Cl:21].N([O-])=O.[Na+].[I-:26].[K+].S([O-])([O-])(=O)=S.[Na+].[Na+].